Dataset: Full USPTO retrosynthesis dataset with 1.9M reactions from patents (1976-2016). Task: Predict the reactants needed to synthesize the given product. (1) Given the product [C:41]1([NH:40][C:56]2[C:57](=[CH:61][CH:62]=[CH:63][C:64]=2[N+:65]([O-:67])=[O:66])[C:58]([OH:60])=[O:59])[CH:46]=[CH:45][CH:44]=[CH:43][CH:42]=1, predict the reactants needed to synthesize it. The reactants are: C(C1C2NC3C(=CC=CC=3)N(CC)C=2C=CC=1)(O)=O.CC1C=C2C(N(CC)C3C=CC=C(C(O)=O)C=3N2)=CC=1.[NH2:40][C:41]1[CH:46]=[CH:45][CH:44]=[CH:43][CH:42]=1.NC1C(C)=CC=CC=1.Br[C:56]1[C:64]([N+:65]([O-:67])=[O:66])=[CH:63][CH:62]=[CH:61][C:57]=1[C:58]([OH:60])=[O:59].C(N1CCOCC1)C. (2) Given the product [F:1][C:2]1[CH:7]=[CH:6][C:5]([C:8]([C:10]2[CH:15]=[CH:14][C:13]([OH:16])=[C:12]([I:17])[CH:11]=2)=[O:9])=[CH:4][CH:3]=1, predict the reactants needed to synthesize it. The reactants are: [F:1][C:2]1[CH:7]=[CH:6][C:5]([C:8]([C:10]2[CH:15]=[CH:14][C:13]([OH:16])=[CH:12][CH:11]=2)=[O:9])=[CH:4][CH:3]=1.[I-:17].[K+].[I-]. (3) Given the product [CH3:26][C:27]1[CH:31]=[C:30]([N:32]2[C:5]([C:7]3[C:12](=[O:13])[CH:11]=[CH:10][N:9]([C:14]4[CH:19]=[CH:18][C:17]([O:20][C:21]([F:23])([F:22])[F:24])=[CH:16][CH:15]=4)[N:8]=3)=[CH:4][CH:3]=[N:33]2)[S:29][N:28]=1, predict the reactants needed to synthesize it. The reactants are: CN(C)/[CH:3]=[CH:4]/[C:5]([C:7]1[C:12](=[O:13])[CH:11]=[CH:10][N:9]([C:14]2[CH:19]=[CH:18][C:17]([O:20][C:21]([F:24])([F:23])[F:22])=[CH:16][CH:15]=2)[N:8]=1)=O.[CH3:26][C:27]1[CH:31]=[C:30]([NH:32][NH2:33])[S:29][N:28]=1.